From a dataset of Catalyst prediction with 721,799 reactions and 888 catalyst types from USPTO. Predict which catalyst facilitates the given reaction. (1) Reactant: [C:1]([C:3]1[C:13]2[O:12][CH2:11][CH2:10][N:9]([C:14]([O:16][C:17]([CH3:20])([CH3:19])[CH3:18])=[O:15])[CH:8]([CH2:21]/[CH:22]=[CH:23]/[C:24]([O:26][CH2:27][CH3:28])=[O:25])[C:7]=2[CH:6]=[CH:5][CH:4]=1)#[N:2].O. Product: [C:1]([C:3]1[C:13]2[O:12][CH2:11][CH2:10][N:9]([C:14]([O:16][C:17]([CH3:19])([CH3:20])[CH3:18])=[O:15])[CH:8]([CH2:21][CH2:22][CH2:23][C:24]([O:26][CH2:27][CH3:28])=[O:25])[C:7]=2[CH:6]=[CH:5][CH:4]=1)#[N:2]. The catalyst class is: 63. (2) Reactant: [N+:1]([C:4]1[CH:17]=[CH:16][C:7]([O:8][CH2:9][CH2:10][N:11]2[CH:15]=[CH:14][N:13]=[CH:12]2)=[CH:6][CH:5]=1)([O-])=O. Product: [N:11]1([CH2:10][CH2:9][O:8][C:7]2[CH:16]=[CH:17][C:4]([NH2:1])=[CH:5][CH:6]=2)[CH:15]=[CH:14][N:13]=[CH:12]1. The catalyst class is: 29.